The task is: Predict the reaction yield, written as a fraction of the theoretical maximum amount of product (1.0 means a 100% yield; for example, 0.34 means a 34% yield).. This data is from Reaction yield outcomes from USPTO patents with 853,638 reactions. (1) The reactants are [OH:1][C:2]1[CH:3]=[CH:4][C:5]([CH3:8])=[N:6][CH:7]=1.[OH-].[K+].[CH3:11]I.O. The catalyst is CS(C)=O. The product is [CH3:11][O:1][C:2]1[CH:3]=[CH:4][C:5]([CH3:8])=[N:6][CH:7]=1. The yield is 0.590. (2) The reactants are [CH:1]1([CH2:4][OH:5])[CH2:3][CH2:2]1.[C:6]([O:10][C:11](=[O:23])[NH:12][C:13]1[CH:18]=[C:17](O)[C:16]([Cl:20])=[CH:15][C:14]=1[CH:21]=[O:22])([CH3:9])([CH3:8])[CH3:7].C1(P(C2C=CC=CC=2)C2C=CC=CC=2)C=CC=CC=1.CC(OC(/N=N/C(OC(C)C)=O)=O)C. The catalyst is C1COCC1. The product is [C:6]([O:10][C:11](=[O:23])[NH:12][C:13]1[CH:18]=[C:17]([O:5][CH2:4][CH:1]2[CH2:3][CH2:2]2)[C:16]([Cl:20])=[CH:15][C:14]=1[CH:21]=[O:22])([CH3:9])([CH3:7])[CH3:8]. The yield is 0.686. (3) The reactants are [CH3:1][C:2]1[CH2:7][CH2:6][CH2:5][C:4](=[O:8])[CH:3]=1.C1(C)C(S(O)(=O)=O)=CC=CC=1.[CH2:20](O)[CH2:21][OH:22].O. The catalyst is C1(C)C=CC=CC=1. The product is [CH3:1][C:2]1[CH2:3][C:4]2([CH2:5][CH2:6][CH:7]=1)[O:22][CH2:21][CH2:20][O:8]2. The yield is 0.620. (4) The reactants are Cl[C:2]([O:4][C:5]1[CH:10]=[CH:9][C:8]([N+:11]([O-:13])=[O:12])=[CH:7][CH:6]=1)=[O:3].[Cl:14][C:15]1[CH:20]=[CH:19][CH:18]=[CH:17][C:16]=1[C:21]1[CH:22]=[N:23][NH:24][CH:25]=1.O. The catalyst is C(Cl)Cl. The product is [Cl:14][C:15]1[CH:20]=[CH:19][CH:18]=[CH:17][C:16]=1[C:21]1[CH:25]=[N:24][N:23]([C:2]([O:4][C:5]2[CH:10]=[CH:9][C:8]([N+:11]([O-:13])=[O:12])=[CH:7][CH:6]=2)=[O:3])[CH:22]=1. The yield is 0.450. (5) The reactants are [O:1]([C:8]1[CH:13]=[CH:12][C:11]([OH:14])=[CH:10][CH:9]=1)[C:2]1[CH:7]=[CH:6][CH:5]=[CH:4][CH:3]=1.[Br:15][C:16]1[CH:17]=[CH:18][C:19](F)=[N:20][CH:21]=1.C([O-])([O-])=O.[K+].[K+].O. The catalyst is CS(C)=O. The product is [Br:15][C:16]1[CH:17]=[CH:18][C:19]([O:14][C:11]2[CH:10]=[CH:9][C:8]([O:1][C:2]3[CH:7]=[CH:6][CH:5]=[CH:4][CH:3]=3)=[CH:13][CH:12]=2)=[N:20][CH:21]=1. The yield is 0.956. (6) The reactants are [CH:1]1([C:5](=O)[CH2:6][C:7]#[N:8])[CH2:4][CH2:3][CH2:2]1.[C:10]1([NH:16][NH2:17])[CH:15]=[CH:14][CH:13]=[CH:12][CH:11]=1. The catalyst is C(O)C. The product is [CH:1]1([C:5]2[CH:6]=[C:7]([NH2:8])[N:16]([C:10]3[CH:15]=[CH:14][CH:13]=[CH:12][CH:11]=3)[N:17]=2)[CH2:4][CH2:3][CH2:2]1. The yield is 0.430.